From a dataset of Full USPTO retrosynthesis dataset with 1.9M reactions from patents (1976-2016). Predict the reactants needed to synthesize the given product. (1) Given the product [NH2:69][C:44]1([C:42]([OH:43])=[O:41])[CH2:49][CH:48]([O:50][C:51](=[O:63])[NH:52][C:53]2[C:62]3[C:57](=[CH:58][CH:59]=[CH:60][CH:61]=3)[CH:56]=[CH:55][CH:54]=2)[CH:47]2[CH:45]1[CH:46]2[C:64]([OH:66])=[O:65], predict the reactants needed to synthesize it. The reactants are: C(OC(C1(NC(OC(C)(C)C)=O)CC(O)C2C1C2C(OCC)=O)=O)C.C1(N=C=O)C2C(=CC=CC=2)C=CC=1.C([O:41][C:42]([C:44]1([NH:69]C(OC(C)(C)C)=O)[CH2:49][CH:48]([O:50][C:51](=[O:63])[NH:52][C:53]2[C:62]3[C:57](=[CH:58][CH:59]=[CH:60][CH:61]=3)[CH:56]=[CH:55][CH:54]=2)[CH:47]2[CH:45]1[CH:46]2[C:64]([O:66]CC)=[O:65])=[O:43])C. (2) The reactants are: [C:1]([O-])(=[O:3])[CH3:2].[NH4+:5].C(O)(=[O:8])C.[C:10]1([CH3:16])[CH:15]=[CH:14]C=C[CH:11]=1. Given the product [NH2:5]/[C:15](/[CH3:14])=[C:10](/[CH3:16])\[C:11]([O:3][CH2:1][CH3:2])=[O:8], predict the reactants needed to synthesize it. (3) Given the product [Cl:12][C:13]1[CH:14]=[C:15]([NH:16][C:7](=[O:9])[C:6]2[CH:10]=[C:2]([CH3:1])[CH:3]=[CH:4][C:5]=2[OH:11])[CH:17]=[C:18]([Cl:20])[CH:19]=1, predict the reactants needed to synthesize it. The reactants are: [CH3:1][C:2]1[CH:10]=[C:6]([C:7]([OH:9])=O)[C:5]([OH:11])=[CH:4][CH:3]=1.[Cl:12][C:13]1[CH:14]=[C:15]([CH:17]=[C:18]([Cl:20])[CH:19]=1)[NH2:16]. (4) Given the product [CH3:1][O:2][C:3]1[CH:21]=[CH:20][C:6]2[CH2:7][CH2:8][CH2:9][CH:10]([NH2:12])[CH2:11][C:5]=2[CH:4]=1, predict the reactants needed to synthesize it. The reactants are: [CH3:1][O:2][C:3]1[CH:21]=[CH:20][C:6]2[CH2:7][CH2:8][CH2:9][CH:10]([NH:12]CC3C=CC=CC=3)[CH2:11][C:5]=2[CH:4]=1.